From a dataset of Full USPTO retrosynthesis dataset with 1.9M reactions from patents (1976-2016). Predict the reactants needed to synthesize the given product. Given the product [F:25][C:26]1[CH:27]=[C:28]([C@H:29]([NH:30][S@:31]([C:33]([CH3:36])([CH3:35])[CH3:34])=[O:32])[CH2:2][C:1]([CH:4]2[C:9](=[O:10])[N:8]([CH2:11][CH3:12])[C:7](=[O:13])[NH:6][C:5]2=[O:14])=[O:3])[CH:37]=[CH:38][C:39]=1[F:40], predict the reactants needed to synthesize it. The reactants are: [C:1]([CH:4]1[C:9](=[O:10])[N:8]([CH2:11][CH3:12])[C:7](=[O:13])[NH:6][C:5]1=[O:14])(=[O:3])[CH3:2].[Li+].C[Si]([N-][Si](C)(C)C)(C)C.[F:25][C:26]1[CH:27]=[C:28]([CH:37]=[CH:38][C:39]=1[F:40])/[CH:29]=[N:30]/[S@:31]([C:33]([CH3:36])([CH3:35])[CH3:34])=[O:32].